From a dataset of Reaction yield outcomes from USPTO patents with 853,638 reactions. Predict the reaction yield, written as a fraction of the theoretical maximum amount of product (1.0 means a 100% yield; for example, 0.34 means a 34% yield). (1) The yield is 0.340. The product is [CH3:22][C:16]1([CH3:23])[CH2:15][C:14]2[CH:13]=[C:12]3[N:19]([CH2:20][CH2:21][N:10]([C:6]4[CH:5]=[CH:4][N:3]=[C:2]([C:43]5[CH:44]=[C:39]([NH:38][C:36]6[CH:37]=[C:31]7[CH2:30][N:29]([CH2:28][CH2:27][O:26][CH3:25])[CH2:34][CH2:33][N:32]7[N:35]=6)[C:40](=[O:55])[N:41]([CH3:54])[CH:42]=5)[C:7]=4[CH:8]=[O:9])[C:11]3=[O:24])[C:18]=2[CH2:17]1. The reactants are Cl[C:2]1[C:7]([CH:8]=[O:9])=[C:6]([N:10]2[CH2:21][CH2:20][N:19]3[C:12](=[CH:13][C:14]4[CH2:15][C:16]([CH3:23])([CH3:22])[CH2:17][C:18]=43)[C:11]2=[O:24])[CH:5]=[CH:4][N:3]=1.[CH3:25][O:26][CH2:27][CH2:28][N:29]1[CH2:34][CH2:33][N:32]2[N:35]=[C:36]([NH:38][C:39]3[C:40](=[O:55])[N:41]([CH3:54])[CH:42]=[C:43](B4OC(C)(C)C(C)(C)O4)[CH:44]=3)[CH:37]=[C:31]2[CH2:30]1.[O-]P([O-])([O-])=O.[K+].[K+].[K+].C([O-])(=O)C.[Na+]. The catalyst is C1C=CC(P(C2C=CC=CC=2)[C-]2C=CC=C2)=CC=1.C1C=CC(P(C2C=CC=CC=2)[C-]2C=CC=C2)=CC=1.Cl[Pd]Cl.[Fe+2].C1COCC1.O. (2) The reactants are C([CH2:17][CH2:18][CH2:19][CH2:20][CH2:21][CH2:22][CH2:23][CH2:24]/[CH:25]=[CH:26]\[CH2:27][CH2:28][CH2:29][CH2:30][CH2:31][CH2:32][CH2:33][C:34]([NH-:36])=O)CCCCCCCCCCCCCCC.[H-].[H-].[H-].[H-].[Li+].[Al+3].[H-].[OH-].[Na+]. The catalyst is C1COCC1.CCOCC. The product is [CH2:32]([NH:36][CH2:34][CH2:33][CH2:32][CH2:31][CH2:30][CH2:29][CH2:28][CH2:27]/[CH:26]=[CH:25]\[CH2:24][CH2:23][CH2:22][CH2:21][CH2:20][CH2:19][CH2:18][CH3:17])[CH2:31][CH2:30][CH2:29][CH2:28][CH2:27][CH2:26][CH2:25][CH2:24][CH2:23][CH2:22][CH2:21][CH2:20][CH2:19][CH2:18][CH3:17]. The yield is 0.850. (3) The reactants are CC(C)([O-])C.[K+].[C:7]([CH2:9]P(=O)(OCC)OCC)#[N:8].[CH:18]([C:20]1([C:23]#[N:24])[CH2:22][CH2:21]1)=O. The catalyst is C1COCC1. The product is [C:7](/[CH:9]=[CH:18]/[C:20]1([C:23]#[N:24])[CH2:22][CH2:21]1)#[N:8]. The yield is 0.190. (4) The reactants are C(Cl)(=O)[C:2](Cl)=[O:3].[Br:7][C:8]1[CH:13]=[CH:12][C:11]([CH:14]([CH2:18][CH3:19])C(O)=O)=[CH:10][CH:9]=1.[NH2:20][C:21]1[CH:22]=[CH:23][C:24]([S:37][CH2:38][CH3:39])=[C:25]([CH:36]=1)[CH2:26][N:27]([CH3:35])[C:28](=[O:34])[O:29][C:30]([CH3:33])([CH3:32])[CH3:31].N1C=CC=CC=1. The catalyst is C(Cl)Cl.CN(C=O)C.CN(C1C=CN=CC=1)C. The product is [Br:7][C:8]1[CH:9]=[CH:10][C:11]([CH2:14][CH2:18][CH2:19][C:2]([NH:20][C:21]2[CH:22]=[CH:23][C:24]([S:37][CH2:38][CH3:39])=[C:25]([CH:36]=2)[CH2:26][N:27]([CH3:35])[C:28](=[O:34])[O:29][C:30]([CH3:31])([CH3:32])[CH3:33])=[O:3])=[CH:12][CH:13]=1. The yield is 0.880. (5) The reactants are [Cl:1][C:2]1[CH:3]=[C:4](OS(C(F)(F)F)(=O)=O)[CH:5]=[C:6]([Cl:31])[C:7]=1[CH2:8][C@@H:9]1[CH2:13][CH2:12][N:11]([C@H:14]2[CH2:22][CH2:21][C:20]3[C:16](=[CH:17][N:18](S(C(F)(F)F)(=O)=O)[N:19]=3)[CH2:15]2)[C:10]1=[O:30].[C:40]1([CH:46]2[CH2:51][CH2:50][NH:49][CH2:48][CH2:47]2)[CH:45]=[CH:44][CH:43]=[CH:42][CH:41]=1.[Li+].[OH-]. The catalyst is C(OCC)(=O)C. The product is [Cl:1][C:2]1[CH:3]=[C:4]([N:49]2[CH2:50][CH2:51][CH:46]([C:40]3[CH:45]=[CH:44][CH:43]=[CH:42][CH:41]=3)[CH2:47][CH2:48]2)[CH:5]=[C:6]([Cl:31])[C:7]=1[CH2:8][C@@H:9]1[CH2:13][CH2:12][N:11]([C@H:14]2[CH2:22][CH2:21][C:20]3[C:16](=[CH:17][NH:18][N:19]=3)[CH2:15]2)[C:10]1=[O:30]. The yield is 0.480.